This data is from Reaction yield outcomes from USPTO patents with 853,638 reactions. The task is: Predict the reaction yield, written as a fraction of the theoretical maximum amount of product (1.0 means a 100% yield; for example, 0.34 means a 34% yield). (1) The catalyst is ClC(Cl)C. The yield is 0.340. The product is [OH:8][C:6]1[CH:7]=[C:2]([OH:1])[C:3]([CH2:9][CH2:10][CH2:11][NH:12][C:13](=[O:18])[C:14]([F:15])([F:16])[F:17])=[CH:4][C:5]=1[C:19]([C:20]1[CH:28]=[CH:27][CH:26]=[CH:25][C:21]=1[C:22]([OH:24])=[O:23])=[O:29]. The reactants are [OH:1][C:2]1[CH:7]=[C:6]([OH:8])[CH:5]=[CH:4][C:3]=1[CH2:9][CH2:10][CH2:11][NH:12][C:13](=[O:18])[C:14]([F:17])([F:16])[F:15].[C:19]1(=[O:29])[O:24][C:22](=[O:23])[C:21]2=[CH:25][CH:26]=[CH:27][CH:28]=[C:20]12.[Cl-].[Al+3].[Cl-].[Cl-]. (2) The reactants are [N+:1]([C:4]1[CH:8]=[C:7]([CH2:9][OH:10])[NH:6][N:5]=1)([O-:3])=[O:2].C(=O)([O-])[O-].[Cs+].[Cs+].[Br:17][CH:18](Br)[CH3:19].OP([O-])(O)=O.[K+]. The catalyst is O.C(OCC)(=O)C.CN(C=O)C. The product is [Br:17][CH2:18][CH2:19][N:6]1[C:7]([CH2:9][OH:10])=[CH:8][C:4]([N+:1]([O-:3])=[O:2])=[N:5]1. The yield is 0.860. (3) The reactants are [N:1]#[C:2]Br.[NH2:4][C:5]1[CH:6]=[C:7]([C:13]2[N:18]=[C:17]3[N:19]([CH2:24][CH:25]4[CH2:30][CH2:29][O:28][CH2:27][CH2:26]4)[C:20](=[O:23])[CH2:21][NH:22][C:16]3=[N:15][CH:14]=2)[CH:8]=[C:9]([CH3:12])[C:10]=1[NH2:11]. The catalyst is CN(C)C=O.CO. The product is [NH2:1][C:2]1[NH:4][C:5]2[CH:6]=[C:7]([C:13]3[N:18]=[C:17]4[N:19]([CH2:24][CH:25]5[CH2:30][CH2:29][O:28][CH2:27][CH2:26]5)[C:20](=[O:23])[CH2:21][NH:22][C:16]4=[N:15][CH:14]=3)[CH:8]=[C:9]([CH3:12])[C:10]=2[N:11]=1. The yield is 0.620. (4) The reactants are [CH:1]1([C@:7]([C:12]2[CH:17]=[CH:16][CH:15]=[CH:14][CH:13]=2)([OH:11])[C:8](O)=[O:9])[CH2:6][CH2:5][CH2:4][CH2:3][CH2:2]1.C(N1C=CN=C1)(N1C=CN=C1)=O.O.[NH2:31][NH2:32]. The catalyst is C(Cl)Cl. The product is [CH:1]1([C@@:7]([OH:11])([C:12]2[CH:17]=[CH:16][CH:15]=[CH:14][CH:13]=2)[C:8]([NH:31][NH2:32])=[O:9])[CH2:6][CH2:5][CH2:4][CH2:3][CH2:2]1. The yield is 0.810.